From a dataset of Full USPTO retrosynthesis dataset with 1.9M reactions from patents (1976-2016). Predict the reactants needed to synthesize the given product. (1) Given the product [O:7]([C:8]1[CH:13]=[CH:12][C:11]([N:33]2[C:41]3[C:36](=[CH:37][CH:38]=[CH:39][CH:40]=3)[CH:35]=[CH:34]2)=[CH:10][C:9]=1[F:15])[C@H:6]1[O:16][C@H:17]([CH2:28][OH:29])[C@@H:18]([OH:24])[C@H:19]([OH:20])[C@@H:5]1[OH:4], predict the reactants needed to synthesize it. The reactants are: C([O:4][C@H:5]1[C@@H:19]([O:20]C(=O)C)[C@H:18]([O:24]C(=O)C)[C@@H:17]([CH2:28][O:29]C(=O)C)[O:16][C@@H:6]1[O:7][C:8]1[CH:13]=[CH:12][C:11](I)=[CH:10][C:9]=1[F:15])(=O)C.[NH:33]1[C:41]2[C:36](=[CH:37][CH:38]=[CH:39][CH:40]=2)[CH:35]=[CH:34]1. (2) Given the product [ClH:53].[OH:4][C@H:3]([C:5]1[CH:10]=[CH:9][C:8]([OH:11])=[CH:7][CH:6]=1)[C@@H:2]([NH:1][CH2:21][CH2:22][O:23][C:24]1[CH:25]=[CH:26][C:27]([C:30]2[CH:35]=[CH:34][C:33]([C:36]([NH:38][S:39]([CH3:42])(=[O:41])=[O:40])=[O:37])=[C:32]([S:43][CH:44]([CH3:45])[CH3:46])[CH:31]=2)=[CH:28][CH:29]=1)[CH3:12], predict the reactants needed to synthesize it. The reactants are: [NH2:1][C@@H:2]([CH3:12])[C@@H:3]([C:5]1[CH:10]=[CH:9][C:8]([OH:11])=[CH:7][CH:6]=1)[OH:4].C(NC(C)C)(C)C.Br[CH2:21][CH2:22][O:23][C:24]1[CH:29]=[CH:28][C:27]([C:30]2[CH:35]=[CH:34][C:33]([C:36]([NH:38][S:39]([CH3:42])(=[O:41])=[O:40])=[O:37])=[C:32]([S:43][CH:44]([CH3:46])[CH3:45])[CH:31]=2)=[CH:26][CH:25]=1.O1CCOCC1.[ClH:53]. (3) Given the product [ClH:28].[ClH:28].[NH2:8][C@H:9]([C:22]1[CH:23]=[CH:24][CH:25]=[CH:26][CH:27]=1)[CH2:10][CH2:11][NH:12][C:13]1([C:18]([O:20][CH3:21])=[O:19])[CH2:17][CH2:16][CH2:15][CH2:14]1, predict the reactants needed to synthesize it. The reactants are: C(OC([NH:8][C@H:9]([C:22]1[CH:27]=[CH:26][CH:25]=[CH:24][CH:23]=1)[CH2:10][CH2:11][NH:12][C:13]1([C:18]([O:20][CH3:21])=[O:19])[CH2:17][CH2:16][CH2:15][CH2:14]1)=O)(C)(C)C.[ClH:28]. (4) The reactants are: [CH:1]([S:4][C:5]1[CH:6]=[CH:7][C:8](O)=[N:9][CH:10]=1)([CH3:3])[CH3:2].P(Br)(Br)([Br:14])=O. Given the product [Br:14][C:8]1[CH:7]=[CH:6][C:5]([S:4][CH:1]([CH3:3])[CH3:2])=[CH:10][N:9]=1, predict the reactants needed to synthesize it. (5) Given the product [F:24][C:23]([F:25])([F:26])[C:15]1[CH:14]=[C:13]([CH:18]=[C:17]([C:19]([F:21])([F:22])[F:20])[CH:16]=1)[CH2:12][N:9]1[C:10]([N:27]2[CH2:32][CH2:31][O:30][CH2:29][CH2:28]2)=[C:6]([C:4]([N:27]2[CH2:32][CH2:31][O:30][CH2:29][CH2:28]2)=[O:5])[N:7]=[N:8]1, predict the reactants needed to synthesize it. The reactants are: C(O[C:4]([C:6]1[N:7]=[N:8][N:9]([CH2:12][C:13]2[CH:18]=[C:17]([C:19]([F:22])([F:21])[F:20])[CH:16]=[C:15]([C:23]([F:26])([F:25])[F:24])[CH:14]=2)[C:10]=1Cl)=[O:5])C.[NH:27]1[CH2:32][CH2:31][O:30][CH2:29][CH2:28]1.Cl.